Dataset: Catalyst prediction with 721,799 reactions and 888 catalyst types from USPTO. Task: Predict which catalyst facilitates the given reaction. (1) Reactant: [NH2:1][C:2]1[CH:7]=[CH:6][C:5]([CH2:8][CH2:9][C:10]([NH2:12])=[O:11])=[CH:4][C:3]=1[C:13]1[CH2:18][CH2:17][C:16]([CH3:20])([CH3:19])[CH2:15][CH:14]=1.[C:21]([C:23]1[N:24]=[C:25]([C:36]([O-])=[O:37])[N:26]([CH2:28][O:29][CH2:30][CH2:31][Si:32]([CH3:35])([CH3:34])[CH3:33])[CH:27]=1)#[N:22].[K+]. Product: [C:10]([CH2:9][CH2:8][C:5]1[CH:6]=[CH:7][C:2]([NH:1][C:36]([C:25]2[N:26]([CH2:28][O:29][CH2:30][CH2:31][Si:32]([CH3:35])([CH3:34])[CH3:33])[CH:27]=[C:23]([C:21]#[N:22])[N:24]=2)=[O:37])=[C:3]([C:13]2[CH2:18][CH2:17][C:16]([CH3:20])([CH3:19])[CH2:15][CH:14]=2)[CH:4]=1)(=[O:11])[NH2:12]. The catalyst class is: 100. (2) Reactant: Cl.Cl.[NH2:3][C:4](=[O:40])[C@@H:5]([NH:8][CH2:9][C:10]1[CH:37]=[CH:36][C:13]([C:14]([NH:16][C:17]2[CH:22]=[CH:21][C:20]([Cl:23])=[CH:19][C:18]=2[N:24]2[CH2:29][CH2:28][N:27]([CH2:30][CH2:31][C:32]([F:35])([F:34])[F:33])[CH2:26][CH2:25]2)=[O:15])=[C:12]([F:38])[C:11]=1[F:39])[CH2:6][OH:7].[CH2:41](I)[CH3:42].CCN(C(C)C)C(C)C. The catalyst class is: 3. Product: [NH2:3][C:4](=[O:40])[C@@H:5]([N:8]([CH2:9][C:10]1[CH:37]=[CH:36][C:13]([C:14]([NH:16][C:17]2[CH:22]=[CH:21][C:20]([Cl:23])=[CH:19][C:18]=2[N:24]2[CH2:25][CH2:26][N:27]([CH2:30][CH2:31][C:32]([F:35])([F:33])[F:34])[CH2:28][CH2:29]2)=[O:15])=[C:12]([F:38])[C:11]=1[F:39])[CH2:41][CH3:42])[CH2:6][OH:7]. (3) Reactant: [NH2:1][C:2]1[CH:11]=[CH:10][C:9]2[C:4](=[CH:5][CH:6]=[CH:7][CH:8]=2)[CH:3]=1.[CH3:12][C:13]1[C:18]([OH:19])=[C:17]([CH:20]=O)[C:16]([CH2:22][O:23][P:24]([OH:27])([OH:26])=[O:25])=[CH:15][N:14]=1. Product: [OH:19][C:18]1[C:17]([CH:20]=[N:1][C:2]2[CH:11]=[CH:10][C:9]3[C:4](=[CH:5][CH:6]=[CH:7][CH:8]=3)[CH:3]=2)=[C:16]([CH2:22][O:23][P:24](=[O:25])([OH:26])[OH:27])[CH:15]=[N:14][C:13]=1[CH3:12]. The catalyst class is: 40. (4) Reactant: C(OC([N:8]1[CH2:12][CH2:11][CH2:10][C:9]1([CH2:23][CH2:24][CH2:25][CH3:26])[C:13](=[O:22])[C:14]1[CH:19]=[CH:18][C:17]([Cl:20])=[C:16]([Cl:21])[CH:15]=1)=O)(C)(C)C. Product: [CH2:23]([C:9]1([C:13]([C:14]2[CH:19]=[CH:18][C:17]([Cl:20])=[C:16]([Cl:21])[CH:15]=2)=[O:22])[CH2:10][CH2:11][CH2:12][NH:8]1)[CH2:24][CH2:25][CH3:26]. The catalyst class is: 209. (5) Reactant: [C:1]([O:5][C:6]([NH:8][C:9]1([CH3:17])[C:13]2([CH2:15][CH2:14]2)[C:12](=[O:16])[NH:11][CH2:10]1)=[O:7])([CH3:4])([CH3:3])[CH3:2].[H-].[Na+].[CH2:20](Br)[C:21]1[CH:26]=[CH:25][CH:24]=[CH:23][CH:22]=1.CCCCCC. Product: [CH2:20]([N:11]1[CH2:10][C:9]([NH:8][C:6]([O:5][C:1]([CH3:4])([CH3:2])[CH3:3])=[O:7])([CH3:17])[C:13]2([CH2:14][CH2:15]2)[C:12]1=[O:16])[C:21]1[CH:26]=[CH:25][CH:24]=[CH:23][CH:22]=1. The catalyst class is: 42.